From a dataset of CYP2C19 inhibition data for predicting drug metabolism from PubChem BioAssay. Regression/Classification. Given a drug SMILES string, predict its absorption, distribution, metabolism, or excretion properties. Task type varies by dataset: regression for continuous measurements (e.g., permeability, clearance, half-life) or binary classification for categorical outcomes (e.g., BBB penetration, CYP inhibition). Dataset: cyp2c19_veith. (1) The compound is CCOC(=O)CSCC(NC(=O)OC(C)(C)C)C(=O)OCC. The result is 1 (inhibitor). (2) The drug is O=C(Nc1cc(C(F)(F)F)ccc1-n1cncn1)c1ccc(Br)cc1. The result is 1 (inhibitor). (3) The compound is Cc1cc(NCc2ccccn2)ccc1Br. The result is 1 (inhibitor). (4) The compound is Nc1nc(Sc2ccc([N+](=O)[O-])c3nonc23)c2[nH]cnc2n1. The result is 1 (inhibitor). (5) The drug is Cc1ccc(NS(=O)(=O)c2ccccc2Cl)c2c1CC(C)(C)O2. The result is 1 (inhibitor). (6) The compound is O=C1C=C[C@@H](O)[C@@H]2[C@@H]1CC[C@H]1C(=O)N(Cc3ccc4c(c3)OCO4)C(=O)[C@H]12. The result is 0 (non-inhibitor). (7) The compound is COc1ccc(C)cc1NC(=O)CN1CCN(S(=O)(=O)c2ccc(F)cc2)CC1. The result is 1 (inhibitor).